This data is from Full USPTO retrosynthesis dataset with 1.9M reactions from patents (1976-2016). The task is: Predict the reactants needed to synthesize the given product. (1) Given the product [NH2:14][CH:15]([CH3:22])[CH2:16][CH2:17][C:18]([CH3:21])([OH:20])[CH3:19], predict the reactants needed to synthesize it. The reactants are: C([NH:14][CH:15]([CH3:22])[CH2:16][CH2:17][C:18]([CH3:21])([OH:20])[CH3:19])(C1C=CC=CC=1)C1C=CC=CC=1. (2) Given the product [Cl:14][C:2]1[N:7]=[CH:6][C:5]([C:8]([NH:24][C:25]2[NH:29][N:28]=[C:27]([CH2:37][CH2:38][C:39]3[CH:44]=[CH:43][CH:42]=[C:41]([O:45][CH3:46])[CH:40]=3)[CH:26]=2)=[O:10])=[CH:4][CH:3]=1, predict the reactants needed to synthesize it. The reactants are: Br[C:2]1[N:7]=[CH:6][C:5]([C:8]([OH:10])=O)=[CH:4][CH:3]=1.C(Cl)(=O)C([Cl:14])=O.C(N(CC)CC)C.[NH2:24][C:25]1[N:29](C(OC(C)(C)C)=O)[N:28]=[C:27]([CH2:37][CH2:38][C:39]2[CH:44]=[CH:43][CH:42]=[C:41]([O:45][CH3:46])[CH:40]=2)[CH:26]=1.Cl. (3) Given the product [CH2:6]([O:8][C:9]([N:11]1[CH2:16][CH2:15][N:14]([C:17](=[O:44])[C@@H:18]([NH:28][C:29]([C:31]2[CH:36]=[C:35]([CH:1]([CH3:3])[CH3:2])[N:34]=[C:33]([C:38]3[CH:43]=[CH:42][CH:41]=[CH:40][CH:39]=3)[N:32]=2)=[O:30])[CH2:19][CH2:20][C:21]([O:23][C:24]([CH3:27])([CH3:26])[CH3:25])=[O:22])[CH2:13][CH2:12]1)=[O:10])[CH3:7], predict the reactants needed to synthesize it. The reactants are: [CH:1]([Mg]Br)([CH3:3])[CH3:2].[CH2:6]([O:8][C:9]([N:11]1[CH2:16][CH2:15][N:14]([C:17](=[O:44])[C@@H:18]([NH:28][C:29]([C:31]2[CH:36]=[C:35](Cl)[N:34]=[C:33]([C:38]3[CH:43]=[CH:42][CH:41]=[CH:40][CH:39]=3)[N:32]=2)=[O:30])[CH2:19][CH2:20][C:21]([O:23][C:24]([CH3:27])([CH3:26])[CH3:25])=[O:22])[CH2:13][CH2:12]1)=[O:10])[CH3:7]. (4) Given the product [CH2:20]([O:19][C:17]1[CH:18]=[C:10]([CH:11]=[CH:15][C:16]=1[N+:22]([O-:24])=[O:23])[NH2:9])[CH3:21], predict the reactants needed to synthesize it. The reactants are: OS(O)(=O)=O.C([NH:9][C:10]1[CH:18]=[C:17]([O:19][CH2:20][CH3:21])[C:16]([N+:22]([O-:24])=[O:23])=[CH:15][C:11]=1C(O)=O)(=O)C.[OH-].[NH4+]. (5) Given the product [CH2:17]([N:24]1[C:28](/[CH:29]=[C:6](/[C:5]([O:14][CH2:15][CH3:16])=[O:13])\[CH2:7][C:8]([OH:10])=[O:9])=[CH:27][N:26]=[C:25]1[C:31]([CH3:34])([CH3:33])[CH3:32])[C:18]1[CH:19]=[CH:20][CH:21]=[CH:22][CH:23]=1, predict the reactants needed to synthesize it. The reactants are: [O-]CC.[Na+].[C:5]([O:14][CH2:15][CH3:16])(=[O:13])[CH2:6][CH2:7][C:8]([O:10]CC)=[O:9].[CH2:17]([N:24]1[C:28]([CH:29]=O)=[CH:27][N:26]=[C:25]1[C:31]([CH3:34])([CH3:33])[CH3:32])[C:18]1[CH:23]=[CH:22][CH:21]=[CH:20][CH:19]=1. (6) Given the product [CH2:1]([C@@H:5]1[N:10]([CH2:11][C:12]2[CH:16]=[C:15]([C:17]3[CH:18]=[CH:19][C:20]([CH3:28])=[CH:21][CH:22]=3)[O:14][N:13]=2)[CH2:9][C@H:8]([CH2:23][CH:24]([CH3:26])[CH3:25])[NH:7][C:6]1=[O:27])[CH:2]([CH3:4])[CH3:3], predict the reactants needed to synthesize it. The reactants are: [CH2:1]([C@@H:5]1[N:10]([CH2:11][C:12]2[CH:16]=[C:15]([C:17]3[CH:22]=[CH:21][CH:20]=[CH:19][CH:18]=3)[O:14][N:13]=2)[CH2:9][C@H:8]([CH2:23][CH:24]([CH3:26])[CH3:25])[NH:7][C:6]1=[O:27])[CH:2]([CH3:4])[CH3:3].[CH2:28]([C@@H]1NC[C@H](CC(C)C)NC1=O)C(C)C.C1(C)C=CC(C2ON=C(C=O)C=2)=CC=1. (7) Given the product [OH:2][C:3]1[CH:4]=[C:5]([N:9]2[CH2:14][CH2:13][NH:12][CH2:11][CH2:10]2)[CH:6]=[CH:7][CH:8]=1, predict the reactants needed to synthesize it. The reactants are: C[O:2][C:3]1[CH:4]=[C:5]([N:9]2[CH2:14][CH2:13][NH:12][CH2:11][CH2:10]2)[CH:6]=[CH:7][CH:8]=1.Br.[OH-].[Na+]. (8) The reactants are: [C:1]([N:5]([CH2:25][C:26]([O-:28])=[O:27])[C:6](=[O:24])[C:7]1[CH:12]=[CH:11][C:10]([N:13]2[CH2:16][C:15]([F:18])([F:17])[CH2:14]2)=[C:9]([O:19][CH2:20][CH:21]2[CH2:23][CH2:22]2)[N:8]=1)([CH3:4])([CH3:3])[CH3:2].[OH-].[Na+].C1COCC1.CO. Given the product [C:1]([N:5]([CH2:25][C:26]([OH:28])=[O:27])[C:6]([C:7]1[CH:12]=[CH:11][C:10]([N:13]2[CH2:14][C:15]([F:17])([F:18])[CH2:16]2)=[C:9]([O:19][CH2:20][CH:21]2[CH2:23][CH2:22]2)[N:8]=1)=[O:24])([CH3:4])([CH3:2])[CH3:3], predict the reactants needed to synthesize it. (9) Given the product [CH3:1][O:2][C:3]([C:5]1[C:6]([OH:31])=[C:7]2[C:12](=[C:13]([Br:32])[N:14]=1)[N:11]([CH2:15][C:16]1[CH:21]=[CH:20][CH:19]=[CH:18][CH:17]=1)[C:10](=[O:22])[C:9]([C:23]1[CH:24]=[CH:25][C:26]([O:29][CH3:30])=[CH:27][CH:28]=1)=[CH:8]2)=[O:4], predict the reactants needed to synthesize it. The reactants are: [CH3:1][O:2][C:3]([C:5]1[C:6]([OH:31])=[C:7]2[C:12](=[CH:13][N:14]=1)[N:11]([CH2:15][C:16]1[CH:21]=[CH:20][CH:19]=[CH:18][CH:17]=1)[C:10](=[O:22])[C:9]([C:23]1[CH:28]=[CH:27][C:26]([O:29][CH3:30])=[CH:25][CH:24]=1)=[CH:8]2)=[O:4].[Br:32]N1C(=O)CCC1=O. (10) Given the product [Cl:33][C:30]1[CH:29]=[CH:28][C:27]([CH2:26][NH:25][C:22]2[CH:21]=[CH:20][C:19]([C:14]3[C:13]([NH2:34])=[N:12][C:11]([NH2:10])=[N:16][C:15]=3[CH2:17][O:18][CH2:2][C:3]3[CH:8]=[CH:7][CH:6]=[C:5]([CH3:9])[CH:4]=3)=[CH:24][CH:23]=2)=[CH:32][CH:31]=1, predict the reactants needed to synthesize it. The reactants are: Br[CH2:2][C:3]1[CH:8]=[CH:7][CH:6]=[C:5]([CH3:9])[CH:4]=1.[NH2:10][C:11]1[N:16]=[C:15]([CH2:17][OH:18])[C:14]([C:19]2[CH:24]=[CH:23][C:22]([NH:25][CH2:26][C:27]3[CH:32]=[CH:31][C:30]([Cl:33])=[CH:29][CH:28]=3)=[CH:21][CH:20]=2)=[C:13]([NH2:34])[N:12]=1.CC([O-])(C)C.[Na+].